Dataset: Catalyst prediction with 721,799 reactions and 888 catalyst types from USPTO. Task: Predict which catalyst facilitates the given reaction. Reactant: [C:1]1([OH:7])[CH:6]=[CH:5][CH:4]=[CH:3][CH:2]=1.Cl[CH2:9][C:10]1[S:11][C:12]2[CH2:13][N:14]([C:19](=[O:27])[C:20]3[CH:25]=[CH:24][CH:23]=[CH:22][C:21]=3[F:26])[CH2:15][CH2:16][C:17]=2[N:18]=1.C([O-])([O-])=O.[K+].[K+]. Product: [F:26][C:21]1[CH:22]=[CH:23][CH:24]=[CH:25][C:20]=1[C:19]([N:14]1[CH2:15][CH2:16][C:17]2[N:18]=[C:10]([CH2:9][O:7][C:1]3[CH:6]=[CH:5][CH:4]=[CH:3][CH:2]=3)[S:11][C:12]=2[CH2:13]1)=[O:27]. The catalyst class is: 10.